Dataset: Reaction yield outcomes from USPTO patents with 853,638 reactions. Task: Predict the reaction yield, written as a fraction of the theoretical maximum amount of product (1.0 means a 100% yield; for example, 0.34 means a 34% yield). (1) The reactants are [Cl:1][C:2]1[N:6]2[CH:7]=[C:8]([C:15]3[CH:19]=[CH:18][O:17][CH:16]=3)[CH:9]=[C:10]([C:11]([F:14])([F:13])[F:12])[C:5]2=[N:4][C:3]=1[C:20]([OH:22])=O.[CH3:23][C@H:24]1[O:28][C:27](=[O:29])[N:26]([CH:30]2[CH2:35][CH2:34][NH:33][CH2:32][CH2:31]2)[CH2:25]1.CCN(C(C)C)C(C)C.CN(C(ON1N=NC2C=CC=NC1=2)=[N+](C)C)C.F[P-](F)(F)(F)(F)F. The catalyst is CN(C=O)C. The product is [Cl:1][C:2]1[N:6]2[CH:7]=[C:8]([C:15]3[CH:19]=[CH:18][O:17][CH:16]=3)[CH:9]=[C:10]([C:11]([F:13])([F:12])[F:14])[C:5]2=[N:4][C:3]=1[C:20]([N:33]1[CH2:32][CH2:31][CH:30]([N:26]2[CH2:25][C@@H:24]([CH3:23])[O:28][C:27]2=[O:29])[CH2:35][CH2:34]1)=[O:22]. The yield is 0.710. (2) The yield is 0.750. The product is [CH2:1]1[C:9]2[C:8]3[CH:10]=[CH:11][CH:12]=[CH:13][C:7]=3[S:6][C:5]=2[CH2:4][CH2:3][CH:2]1[C:14]([OH:16])=[O:15]. The reactants are [CH2:1]1[C:9]2[C:8]3[CH:10]=[CH:11][CH:12]=[CH:13][C:7]=3[S:6][C:5]=2[CH2:4][CH2:3][CH:2]1[C:14]([O:16]CC)=[O:15].[OH-].[K+]. The catalyst is CCO. (3) The reactants are [NH2:1][C:2]1[CH:7]=[CH:6][C:5]([C:8]2[CH:13]=[CH:12][C:11]([C:14]([F:17])([F:16])[F:15])=[CH:10][CH:9]=2)=[CH:4][C:3]=1[C:18]#[N:19].[H-].[Al+3].[Li+].[H-].[H-].[H-]. The catalyst is O1CCCC1. The product is [NH2:19][CH2:18][C:3]1[CH:4]=[C:5]([C:8]2[CH:13]=[CH:12][C:11]([C:14]([F:15])([F:16])[F:17])=[CH:10][CH:9]=2)[CH:6]=[CH:7][C:2]=1[NH2:1]. The yield is 0.700. (4) The reactants are [C:1]([NH:4][CH2:5][CH2:6][CH:7]1[C:15]2[C:10](=[CH:11][CH:12]=[C:13]([NH:17][C:18](=[O:27])[CH2:19][CH2:20][C:21]3[CH:26]=[CH:25][CH:24]=[CH:23][CH:22]=3)[C:14]=2O)[CH2:9][CH2:8]1)(=[O:3])[CH3:2].C1(C)C=CC(S([O-])(=O)=O)=CC=1.[NH+]1C=CC=CC=1. The catalyst is C1(C)C(C)=CC=CC=1. The yield is 0.290. The product is [C:21]1([CH2:20][CH2:19][C:18]2[O:27][C:14]3[C:15]4[CH:7]([CH2:6][CH2:5][NH:4][C:1](=[O:3])[CH3:2])[CH2:8][CH2:9][C:10]=4[CH:11]=[CH:12][C:13]=3[N:17]=2)[CH:26]=[CH:25][CH:24]=[CH:23][CH:22]=1. (5) The reactants are [CH:1](B1OC(C)(C)C(C)(C)O1)=[CH2:2].[NH2:12][C:13]1[C:18](I)=[C:17]([O:20][CH2:21][C:22]([O:24][CH3:25])=[O:23])[N:16]=[C:15]([S:26][CH3:27])[N:14]=1.[F-].[Cs+]. The catalyst is ClCCl.O.C(COC)OC. The product is [NH2:12][C:13]1[C:18]([CH:1]=[CH2:2])=[C:17]([O:20][CH2:21][C:22]([O:24][CH3:25])=[O:23])[N:16]=[C:15]([S:26][CH3:27])[N:14]=1. The yield is 0.670. (6) The reactants are [CH2:1]([OH:19])[CH2:2][CH2:3][CH2:4][CH2:5][CH2:6][CH2:7][CH2:8]/[CH:9]=[CH:10]\[CH2:11]/[CH:12]=[CH:13]\[CH2:14][CH2:15][CH2:16][CH2:17][CH3:18].C(N(CC)CC)C.[CH3:27][S:28](Cl)(=[O:30])=[O:29]. The product is [S:28]([O:19][CH2:1][CH2:2][CH2:3][CH2:4][CH2:5][CH2:6][CH2:7][CH2:8]/[CH:9]=[CH:10]\[CH2:11]/[CH:12]=[CH:13]\[CH2:14][CH2:15][CH2:16][CH2:17][CH3:18])(=[O:30])(=[O:29])[CH3:27]. The catalyst is C(Cl)Cl. The yield is 0.970. (7) The reactants are [F:1][C:2]1[CH:7]=[C:6]([F:8])[CH:5]=[CH:4][C:3]=1[C:9](=O)[CH2:10][C:11]1[CH:12]=[CH:13][C:14]2[N:15]([C:17]([CH:20]([CH3:22])[CH3:21])=[N:18][N:19]=2)[N:16]=1.CO[C:26](OC)([N:28](C)C)[CH3:27].C1(C)C=CC=CC=1.[NH2:40]N. The catalyst is O1CCOCC1. The product is [F:1][C:2]1[CH:7]=[C:6]([F:8])[CH:5]=[CH:4][C:3]=1[C:9]1[C:10]([C:11]2[CH:12]=[CH:13][C:14]3[N:15]([C:17]([CH:20]([CH3:22])[CH3:21])=[N:18][N:19]=3)[N:16]=2)=[C:26]([CH3:27])[NH:28][N:40]=1. The yield is 0.0300. (8) The reactants are [Br:1][C:2]1[CH:6]=[N:5][N:4]([CH3:7])[C:3]=1[C:8]1[CH:9]=[C:10]([NH2:23])[CH:11]=[CH:12][C:13]=1[O:14][CH2:15][C:16]1[CH:21]=[CH:20][C:19]([Cl:22])=[CH:18][CH:17]=1.[F:24][C:25]1[CH:30]=[CH:29][C:28]([N:31]=[C:32]=[O:33])=[CH:27][CH:26]=1. The catalyst is C(Cl)Cl. The product is [Br:1][C:2]1[CH:6]=[N:5][N:4]([CH3:7])[C:3]=1[C:8]1[CH:9]=[C:10]([NH:23][C:32]([NH:31][C:28]2[CH:29]=[CH:30][C:25]([F:24])=[CH:26][CH:27]=2)=[O:33])[CH:11]=[CH:12][C:13]=1[O:14][CH2:15][C:16]1[CH:21]=[CH:20][C:19]([Cl:22])=[CH:18][CH:17]=1. The yield is 0.540. (9) The reactants are Cl[C:2]1[CH:3]=[C:4]2[CH:10]=[CH:9][S:8][C:5]2=[CH:6][N:7]=1.C(=[NH:24])(C1C=CC=CC=1)C1C=CC=CC=1.CC(C)([O-])C.[Na+].CC1(C)C2C(=C(P(C3C=CC=CC=3)C3C=CC=CC=3)C=CC=2)OC2C(P(C3C=CC=CC=3)C3C=CC=CC=3)=CC=CC1=2.Cl. The catalyst is O.C1C=CC(/C=C/C(/C=C/C2C=CC=CC=2)=O)=CC=1.C1C=CC(/C=C/C(/C=C/C2C=CC=CC=2)=O)=CC=1.C1C=CC(/C=C/C(/C=C/C2C=CC=CC=2)=O)=CC=1.[Pd].[Pd].C1(C)C=CC=CC=1. The product is [S:8]1[C:5]2=[CH:6][N:7]=[C:2]([NH2:24])[CH:3]=[C:4]2[CH:10]=[CH:9]1. The yield is 0.700. (10) The reactants are [CH:1]1[C:13]2[CH:12]([CH2:14][O:15][C:16]([NH:18][C@@H:19]([CH2:23][CH2:24][CH2:25][NH:26][C:27]([NH2:29])=[O:28])[C:20](O)=[O:21])=[O:17])[C:11]3[C:6](=[CH:7][CH:8]=[CH:9][CH:10]=3)[C:5]=2[CH:4]=[CH:3][CH:2]=1.C(OC1C=CC2C(=CC=CC=2)N1C(OCC)=O)C.[NH2:48][C:49]1[CH:78]=[CH:77][C:52]([CH2:53][O:54][C:55]2[C:56]3[CH:76]=[CH:75][CH:74]=[CH:73][C:57]=3[C:58]3[C@H:59]([CH2:71][Cl:72])[CH2:60][N:61]([C:64]([O:66][C:67]([CH3:70])([CH3:69])[CH3:68])=[O:65])[C:62]=3[CH:63]=2)=[CH:51][CH:50]=1. The catalyst is CC(N(C)C)=O. The product is [CH:10]1[C:11]2[CH:12]([CH2:14][O:15][C:16]([NH:18][C@@H:19]([CH2:23][CH2:24][CH2:25][NH:26][C:27]([NH2:29])=[O:28])[C:20]([NH:48][C:49]3[CH:78]=[CH:77][C:52]([CH2:53][O:54][C:55]4[C:56]5[CH:76]=[CH:75][CH:74]=[CH:73][C:57]=5[C:58]5[C@H:59]([CH2:71][Cl:72])[CH2:60][N:61]([C:64]([O:66][C:67]([CH3:69])([CH3:70])[CH3:68])=[O:65])[C:62]=5[CH:63]=4)=[CH:51][CH:50]=3)=[O:21])=[O:17])[C:13]3[C:5](=[CH:4][CH:3]=[CH:2][CH:1]=3)[C:6]=2[CH:7]=[CH:8][CH:9]=1. The yield is 0.790.